Dataset: Catalyst prediction with 721,799 reactions and 888 catalyst types from USPTO. Task: Predict which catalyst facilitates the given reaction. Reactant: [CH2:1]([C:3]([NH:8][C:9]1[S:10][C:11]2[CH2:21][CH2:20][C:19]3[C:14](=[CH:15][CH:16]=[C:17]([C:22]#[N:23])[CH:18]=3)[C:12]=2[N:13]=1)([CH2:6][OH:7])[CH2:4][CH3:5])[CH3:2].C(N(C(C)C)CC)(C)C.Cl[C:34](Cl)([O:36]C(=O)OC(Cl)(Cl)Cl)Cl. Product: [CH2:1]([C:3]1([CH2:4][CH3:5])[CH2:6][O:7][C:34](=[O:36])[N:8]1[C:9]1[S:10][C:11]2[CH2:21][CH2:20][C:19]3[C:14](=[CH:15][CH:16]=[C:17]([C:22]#[N:23])[CH:18]=3)[C:12]=2[N:13]=1)[CH3:2]. The catalyst class is: 2.